Dataset: Full USPTO retrosynthesis dataset with 1.9M reactions from patents (1976-2016). Task: Predict the reactants needed to synthesize the given product. (1) Given the product [Cl:3][C:4]1[CH:9]=[C:8]([CH:7]=[C:6]([C:13]([F:16])([F:14])[F:15])[C:5]=1[S:17][C:18]1[CH:19]=[CH:20][C:21]([O:24][CH3:25])=[CH:22][CH:23]=1)[NH2:10], predict the reactants needed to synthesize it. The reactants are: [Cl-].[NH4+].[Cl:3][C:4]1[CH:9]=[C:8]([N+:10]([O-])=O)[CH:7]=[C:6]([C:13]([F:16])([F:15])[F:14])[C:5]=1[S:17][C:18]1[CH:23]=[CH:22][C:21]([O:24][CH3:25])=[CH:20][CH:19]=1. (2) The reactants are: [CH3:1][Si:2]([O:23]C)([O:21]C)[C:3]1[CH:8]=[CH:7][C:6]([C:9]2[CH:14]=[CH:13][C:12]([Si:15]([CH3:20])([O:18]C)[O:16]C)=[CH:11][CH:10]=2)=[CH:5][CH:4]=1.C(O)(=O)C. Given the product [CH3:20][Si:15]([OH:18])([OH:16])[C:12]1[CH:13]=[CH:14][C:9]([C:6]2[CH:7]=[CH:8][C:3]([Si:2]([CH3:1])([OH:21])[OH:23])=[CH:4][CH:5]=2)=[CH:10][CH:11]=1, predict the reactants needed to synthesize it.